This data is from Catalyst prediction with 721,799 reactions and 888 catalyst types from USPTO. The task is: Predict which catalyst facilitates the given reaction. (1) Reactant: [Cl:1][C:2]1[CH:3]=[CH:4][C:5]([O:25][CH3:26])=[C:6]([C:8]2[C:12]([NH:13][C:14]([C:16]3[C:24]4[N:23]=[CH:22]N=CC=4NN=3)=[O:15])=[CH:11][NH:10][N:9]=2)[CH:7]=1.[C:27]([O:31][C:32](=[O:35])[CH2:33]Br)([CH3:30])([CH3:29])[CH3:28].C(=O)([O-])[O-].[Cs+].[Cs+].C(=O)([O-])[O-]. Product: [Cl:1][C:2]1[CH:3]=[CH:4][C:5]([O:25][CH3:26])=[C:6]([C:8]2[C:12]([NH:13][C:14]([C:16]3[CH:11]=[N:10][N:9]4[CH:8]=[CH:6][CH:22]=[N:23][C:24]=34)=[O:15])=[CH:11][N:10]([CH2:33][C:32]([O:31][C:27]([CH3:30])([CH3:29])[CH3:28])=[O:35])[N:9]=2)[CH:7]=1. The catalyst class is: 161. (2) Reactant: [C:1]1([CH2:7][C:8]([OH:10])=[O:9])[CH:6]=[CH:5][CH:4]=[CH:3][CH:2]=1.[C:11]([C:15]1[CH:22]=[CH:21][C:18]([CH:19]=O)=[CH:17][CH:16]=1)([CH3:14])([CH3:13])[CH3:12].C(OC(=O)C)(=O)C. Product: [C:11]([C:15]1[CH:16]=[CH:17][C:18]([CH:19]=[C:7]([C:1]2[CH:6]=[CH:5][CH:4]=[CH:3][CH:2]=2)[C:8]([OH:10])=[O:9])=[CH:21][CH:22]=1)([CH3:14])([CH3:13])[CH3:12]. The catalyst class is: 33. (3) Reactant: C([O:3][C:4]([C:6]1([S:14]([C:17]2[CH:22]=[CH:21][C:20]([O:23][C:24]3[CH:29]=[CH:28][C:27]([Cl:30])=[CH:26][CH:25]=3)=[CH:19][CH:18]=2)(=[O:16])=[O:15])[CH2:11][CH2:10][N:9]([CH2:12][CH3:13])[CH2:8][CH2:7]1)=[O:5])C.CO.[OH-].[Na+]. Product: [Cl:30][C:27]1[CH:26]=[CH:25][C:24]([O:23][C:20]2[CH:19]=[CH:18][C:17]([S:14]([C:6]3([C:4]([OH:5])=[O:3])[CH2:11][CH2:10][N:9]([CH2:12][CH3:13])[CH2:8][CH2:7]3)(=[O:15])=[O:16])=[CH:22][CH:21]=2)=[CH:29][CH:28]=1. The catalyst class is: 1.